The task is: Regression. Given two drug SMILES strings and cell line genomic features, predict the synergy score measuring deviation from expected non-interaction effect.. This data is from NCI-60 drug combinations with 297,098 pairs across 59 cell lines. (1) Drug 2: CC(C)NC(=O)C1=CC=C(C=C1)CNNC.Cl. Synergy scores: CSS=2.40, Synergy_ZIP=7.33, Synergy_Bliss=8.80, Synergy_Loewe=1.10, Synergy_HSA=1.86. Drug 1: CN1CCC(CC1)COC2=C(C=C3C(=C2)N=CN=C3NC4=C(C=C(C=C4)Br)F)OC. Cell line: HS 578T. (2) Drug 1: C1=CC(=CC=C1CC(C(=O)O)N)N(CCCl)CCCl.Cl. Drug 2: CN(CC1=CN=C2C(=N1)C(=NC(=N2)N)N)C3=CC=C(C=C3)C(=O)NC(CCC(=O)O)C(=O)O. Cell line: SNB-19. Synergy scores: CSS=44.8, Synergy_ZIP=-0.705, Synergy_Bliss=-0.114, Synergy_Loewe=-20.8, Synergy_HSA=-2.84. (3) Drug 1: C1CC(=O)NC(=O)C1N2CC3=C(C2=O)C=CC=C3N. Drug 2: CC1=C(N=C(N=C1N)C(CC(=O)N)NCC(C(=O)N)N)C(=O)NC(C(C2=CN=CN2)OC3C(C(C(C(O3)CO)O)O)OC4C(C(C(C(O4)CO)O)OC(=O)N)O)C(=O)NC(C)C(C(C)C(=O)NC(C(C)O)C(=O)NCCC5=NC(=CS5)C6=NC(=CS6)C(=O)NCCC[S+](C)C)O. Cell line: A498. Synergy scores: CSS=9.55, Synergy_ZIP=-1.60, Synergy_Bliss=3.98, Synergy_Loewe=3.47, Synergy_HSA=3.50. (4) Drug 1: CCN(CC)CCNC(=O)C1=C(NC(=C1C)C=C2C3=C(C=CC(=C3)F)NC2=O)C. Drug 2: CC1=C(C(=O)C2=C(C1=O)N3CC4C(C3(C2COC(=O)N)OC)N4)N. Cell line: MOLT-4. Synergy scores: CSS=40.5, Synergy_ZIP=-0.906, Synergy_Bliss=-0.710, Synergy_Loewe=-35.3, Synergy_HSA=1.36. (5) Drug 1: C1CCC(CC1)NC(=O)N(CCCl)N=O. Drug 2: C1=CC(=CC=C1CCCC(=O)O)N(CCCl)CCCl. Cell line: SN12C. Synergy scores: CSS=36.6, Synergy_ZIP=-8.19, Synergy_Bliss=2.35, Synergy_Loewe=-2.39, Synergy_HSA=4.07. (6) Drug 1: CS(=O)(=O)C1=CC(=C(C=C1)C(=O)NC2=CC(=C(C=C2)Cl)C3=CC=CC=N3)Cl. Drug 2: CC(CN1CC(=O)NC(=O)C1)N2CC(=O)NC(=O)C2. Cell line: HCT-15. Synergy scores: CSS=34.0, Synergy_ZIP=-0.373, Synergy_Bliss=7.08, Synergy_Loewe=0.638, Synergy_HSA=8.22. (7) Drug 1: CCCCCOC(=O)NC1=NC(=O)N(C=C1F)C2C(C(C(O2)C)O)O. Drug 2: C1CN1C2=NC(=NC(=N2)N3CC3)N4CC4. Cell line: BT-549. Synergy scores: CSS=18.8, Synergy_ZIP=0.430, Synergy_Bliss=-0.309, Synergy_Loewe=-13.3, Synergy_HSA=-0.551. (8) Drug 1: CS(=O)(=O)C1=CC(=C(C=C1)C(=O)NC2=CC(=C(C=C2)Cl)C3=CC=CC=N3)Cl. Drug 2: CCC(=C(C1=CC=CC=C1)C2=CC=C(C=C2)OCCN(C)C)C3=CC=CC=C3.C(C(=O)O)C(CC(=O)O)(C(=O)O)O. Cell line: OVCAR3. Synergy scores: CSS=2.96, Synergy_ZIP=0.430, Synergy_Bliss=2.66, Synergy_Loewe=-0.109, Synergy_HSA=-0.102. (9) Drug 1: CCN(CC)CCNC(=O)C1=C(NC(=C1C)C=C2C3=C(C=CC(=C3)F)NC2=O)C. Drug 2: CNC(=O)C1=NC=CC(=C1)OC2=CC=C(C=C2)NC(=O)NC3=CC(=C(C=C3)Cl)C(F)(F)F. Cell line: SK-MEL-5. Synergy scores: CSS=9.08, Synergy_ZIP=-2.31, Synergy_Bliss=2.20, Synergy_Loewe=8.53, Synergy_HSA=3.18.